This data is from Experimentally validated miRNA-target interactions with 360,000+ pairs, plus equal number of negative samples. The task is: Binary Classification. Given a miRNA mature sequence and a target amino acid sequence, predict their likelihood of interaction. (1) The miRNA is ath-miR160a-5p with sequence UGCCUGGCUCCCUGUAUGCCA. The protein sequence of the target gene is MKQSSNVPAFLSKLWTLVEETHTNEFITWSQNGQSFLVLDEQRFAKEILPKYFKHNNMASFVRQLNMYGFRKVVHIESGIIKQERDGPVEFQHPYFKQGQDDLLENIKRKVSSSKPEENKIRQEDLTKIISSAQKVQIKQETIESRLSELKSENESLWKEVSELRAKHAQQQQVIRKIVQFIVTLVQNNQLVSLKRKRPLLLNTNGAPKKNLYQHIVKEPTDNHHHKVPHSRTEGLKSRERISDDIIIYDVTDDNVDEENIPVIPETNEDVVVDSSNQYPDIVIVEDDNEDEYAPVIQSG.... Result: 0 (no interaction). (2) The miRNA is cel-miR-1829b-5p with sequence AAGCGAUCUUCUAGAUGGUUGUA. The protein sequence of the target gene is MVAAAAADALAAGGDSSSPSDLYNKITGQQSSTTTSLSYAACDVITRHLISMLLEISNWTNDLAKYLAGSEQSSDDGHNERCLLFSSIFFAIDPSLALAQMSSVASKHALLIALGGFSIAALFVWYINKKDKDGRKKKKVGDVISNGLPKTATASDVQTENGNVKKANGHVNGDVQSSIGVSQKQQQKDEDEKTQKKDAVQNEKPSIDKKQPKSQAPTEKKEEKTVEIHTETEETDHVAAGDSGVVSEHKEHDKKTKQKNDEPVSIDKKSEEIEVPKQAGVVNEEPKKQSEETVVEEQFV.... Result: 1 (interaction).